From a dataset of Peptide-MHC class I binding affinity with 185,985 pairs from IEDB/IMGT. Regression. Given a peptide amino acid sequence and an MHC pseudo amino acid sequence, predict their binding affinity value. This is MHC class I binding data. (1) The peptide sequence is ALKKETIVL. The binding affinity (normalized) is 0.128. The MHC is HLA-A68:02 with pseudo-sequence HLA-A68:02. (2) The peptide sequence is ALLRALRLTK. The MHC is HLA-A03:01 with pseudo-sequence HLA-A03:01. The binding affinity (normalized) is 0.893.